Task: Predict the reaction yield, written as a fraction of the theoretical maximum amount of product (1.0 means a 100% yield; for example, 0.34 means a 34% yield).. Dataset: Reaction yield outcomes from USPTO patents with 853,638 reactions (1) The reactants are Br[C:2]1[CH:7]=[CH:6][C:5]([CH3:8])=[CH:4][N:3]=1.[O-]P([O-])([O-])=O.[K+].[K+].[K+].[CH3:17][O:18][C:19](=[O:38])[C:20]1[CH:25]=[C:24](B2OC(C)(C)C(C)(C)O2)[CH:23]=[C:22]([N+:35]([O-:37])=[O:36])[CH:21]=1. The catalyst is COCCOC.O.C1C=CC([P]([Pd]([P](C2C=CC=CC=2)(C2C=CC=CC=2)C2C=CC=CC=2)([P](C2C=CC=CC=2)(C2C=CC=CC=2)C2C=CC=CC=2)[P](C2C=CC=CC=2)(C2C=CC=CC=2)C2C=CC=CC=2)(C2C=CC=CC=2)C2C=CC=CC=2)=CC=1. The product is [CH3:17][O:18][C:19](=[O:38])[C:20]1[CH:21]=[C:22]([N+:35]([O-:37])=[O:36])[CH:23]=[C:24]([C:2]2[CH:7]=[CH:6][C:5]([CH3:8])=[CH:4][N:3]=2)[CH:25]=1. The yield is 0.400. (2) The reactants are [CH3:1][N:2]([CH2:4][C:5]1[C:17]2[C:16]3[CH2:15][CH2:14][N:13]([O:18][CH2:19][O:20][CH2:21][CH2:22][Si:23]([CH3:26])([CH3:25])[CH3:24])[C:12](=[O:27])[C:11]=3[N:10]=[CH:9][C:8]=2[N:7]([CH2:28][C:29]2[CH:34]=[CH:33][C:32]([F:35])=[CH:31][CH:30]=2)[CH:6]=1)[CH3:3].[C:36]1(OC(Cl)=O)[CH:41]=[CH:40]C=CC=1.Cl.C1(CNC)CC1.C(N(C(C)C)CC)(C)C. The catalyst is ClCCl. The product is [CH:40]1([CH2:3][N:2]([CH2:4][C:5]2[C:17]3[C:16]4[CH2:15][CH2:14][N:13]([O:18][CH2:19][O:20][CH2:21][CH2:22][Si:23]([CH3:26])([CH3:25])[CH3:24])[C:12](=[O:27])[C:11]=4[N:10]=[CH:9][C:8]=3[N:7]([CH2:28][C:29]3[CH:30]=[CH:31][C:32]([F:35])=[CH:33][CH:34]=3)[CH:6]=2)[CH3:1])[CH2:41][CH2:36]1. The yield is 0.370. (3) The reactants are [Br:1][C:2]1[CH:7]=[CH:6][CH:5]=[CH:4][C:3]=1[NH:8][C:9](=[O:18])/[CH:10]=[CH:11]/C1C=CC=CC=1.[Cl-].[Cl-].[Cl-].[Al+3]. The catalyst is ClC1C=CC=CC=1. The product is [Br:1][C:2]1[CH:7]=[CH:6][CH:5]=[C:4]2[C:3]=1[NH:8][C:9](=[O:18])[CH:10]=[CH:11]2. The yield is 0.750. (4) The reactants are [NH2:1][C:2]1[C:10]2[C:5](=[N:6][CH:7]=[C:8]([Br:25])[C:9]=2[N:11]2[CH2:16][CH2:15][CH2:14][C@@H:13]([NH:17][C:18](=[O:24])[O:19][C:20]([CH3:23])([CH3:22])[CH3:21])[CH2:12]2)[NH:4][CH:3]=1.C(N(CC)CC)C.[C:33](O[C:33]([O:35][CH2:36][CH3:37])=[O:34])([O:35][CH2:36][CH3:37])=[O:34].O. The catalyst is C(Cl)Cl.CC#N.O. The product is [Br:25][C:8]1[C:9]([N:11]2[CH2:16][CH2:15][CH2:14][C@@H:13]([NH:17][C:18](=[O:24])[O:19][C:20]([CH3:21])([CH3:22])[CH3:23])[CH2:12]2)=[C:10]2[C:2]([NH:1][C:33]([O:35][CH2:36][CH3:37])=[O:34])=[CH:3][NH:4][C:5]2=[N:6][CH:7]=1. The yield is 0.550. (5) The product is [NH2:1][C:2]1[C:3]([C:10]([O:12][CH3:13])=[O:11])=[N:4][C:5]([C:38]2[CH:39]=[CH:40][C:35]([C:33]#[N:34])=[CH:36][CH:37]=2)=[C:6]([C:18]2[CH:19]=[CH:20][C:15]([CH3:14])=[CH:16][CH:17]=2)[N:7]=1. The catalyst is O1CCOCC1.O.C1C=CC(P(C2C=CC=CC=2)[C-]2C=CC=C2)=CC=1.C1C=CC(P(C2C=CC=CC=2)[C-]2C=CC=C2)=CC=1.Cl[Pd]Cl.[Fe+2]. The yield is 0.770. The reactants are [NH2:1][C:2]1[C:3]([C:10]([O:12][CH3:13])=[O:11])=[N:4][C:5](Cl)=[C:6](Cl)[N:7]=1.[CH3:14][C:15]1[CH:20]=[CH:19][C:18](B(O)O)=[CH:17][CH:16]=1.C(=O)([O-])[O-].[Na+].[Na+].ClCCl.[C:33]([C:35]1[CH:40]=[CH:39][C:38](B(O)O)=[CH:37][CH:36]=1)#[N:34]. (6) The reactants are [Cl:1][C:2]1[CH:3]=[C:4]([CH2:9][O:10][C:11]2[C:19]([F:20])=[CH:18][C:14]([C:15]([OH:17])=[O:16])=[C:13]([F:21])[CH:12]=2)[CH:5]=[N:6][C:7]=1Cl.[H-].[Na+].[CH:24]([OH:27])([CH3:26])[CH3:25].Cl. The catalyst is C1COCC1. The product is [Cl:1][C:2]1[CH:3]=[C:4]([CH2:9][O:10][C:11]2[C:19]([F:20])=[CH:18][C:14]([C:15]([OH:17])=[O:16])=[C:13]([F:21])[CH:12]=2)[CH:5]=[N:6][C:7]=1[O:27][CH:24]([CH3:26])[CH3:25]. The yield is 0.460.